This data is from Full USPTO retrosynthesis dataset with 1.9M reactions from patents (1976-2016). The task is: Predict the reactants needed to synthesize the given product. (1) Given the product [C:39]([N:25]1[CH2:26][CH2:27][CH:23]([NH:22][C:19]2[CH:20]=[N:21][C:13]([O:12][C:11]3[CH:28]=[CH:29][C:8]([O:1][C:2]4[CH:3]=[CH:4][CH:5]=[CH:6][CH:7]=4)=[CH:9][CH:10]=3)=[C:14]([CH:18]=2)[C:15]([NH2:17])=[O:16])[CH2:24]1)(=[O:43])/[CH:40]=[CH:41]/[CH3:42], predict the reactants needed to synthesize it. The reactants are: [O:1]([C:8]1[CH:29]=[CH:28][C:11]([O:12][C:13]2[N:21]=[CH:20][C:19]([NH:22][CH:23]3[CH2:27][CH2:26][NH:25][CH2:24]3)=[CH:18][C:14]=2[C:15]([NH2:17])=[O:16])=[CH:10][CH:9]=1)[C:2]1[CH:7]=[CH:6][CH:5]=[CH:4][CH:3]=1.C(N(CC)C(C)C)(C)C.[C:39](Cl)(=[O:43])/[CH:40]=[CH:41]/[CH3:42]. (2) The reactants are: [F:1][C:2]([F:22])([F:21])[C:3]1[CH:8]=[CH:7][CH:6]=[CH:5][C:4]=1[C:9]1[CH:10]=[CH:11][C:12]2[N:13]([C:15]([C:18](O)=[O:19])=[CH:16][N:17]=2)[N:14]=1.CN(C(ON1N=NC2C=CC=NC1=2)=[N+](C)C)C.F[P-](F)(F)(F)(F)F.[CH2:47]1[C:50]2([CH2:53][N:52]([C:54]3[N:59]=[C:58]([NH2:60])[CH:57]=[CH:56][CH:55]=3)[CH2:51]2)[CH2:49][O:48]1.CCN(C(C)C)C(C)C. Given the product [CH2:49]1[C:50]2([CH2:51][N:52]([C:54]3[N:59]=[C:58]([NH:60][C:18]([C:15]4[N:13]5[N:14]=[C:9]([C:4]6[CH:5]=[CH:6][CH:7]=[CH:8][C:3]=6[C:2]([F:21])([F:1])[F:22])[CH:10]=[CH:11][C:12]5=[N:17][CH:16]=4)=[O:19])[CH:57]=[CH:56][CH:55]=3)[CH2:53]2)[CH2:47][O:48]1, predict the reactants needed to synthesize it. (3) Given the product [Cl:1][C:2]1[CH:9]=[N+:8]([O-:31])[CH:7]=[C:6]([C:10]2[CH:11]=[CH:12][C:13]([O:16][C:17]3[CH:18]=[CH:19][CH:20]=[CH:21][CH:22]=3)=[CH:14][CH:15]=2)[C:3]=1[C:4]#[N:5], predict the reactants needed to synthesize it. The reactants are: [Cl:1][C:2]1[CH:9]=[N:8][CH:7]=[C:6]([C:10]2[CH:15]=[CH:14][C:13]([O:16][C:17]3[CH:22]=[CH:21][CH:20]=[CH:19][CH:18]=3)=[CH:12][CH:11]=2)[C:3]=1[C:4]#[N:5].ClC1C=CC=C(C(OO)=[O:31])C=1.